This data is from Forward reaction prediction with 1.9M reactions from USPTO patents (1976-2016). The task is: Predict the product of the given reaction. (1) Given the reactants [C:1]([C:4]1[C:13]2[C:8](=[CH:9][CH:10]=[CH:11][CH:12]=2)[C:7]([C:14]([O:16][CH3:17])=[O:15])=[CH:6][CH:5]=1)(=[O:3])[CH3:2].[Cl:18][C:19]1[CH:20]=[C:21]([C:26](=O)[C:27]([F:30])([F:29])[F:28])[CH:22]=[C:23]([Cl:25])[CH:24]=1.[OH-].[Ca+2].[OH-].CN(C)C=O, predict the reaction product. The product is: [Cl:18][C:19]1[CH:20]=[C:21]([C:26]([C:27]([F:30])([F:28])[F:29])=[CH:2][C:1]([C:4]2[C:13]3[C:8](=[CH:9][CH:10]=[CH:11][CH:12]=3)[C:7]([C:14]([O:16][CH3:17])=[O:15])=[CH:6][CH:5]=2)=[O:3])[CH:22]=[C:23]([Cl:25])[CH:24]=1. (2) Given the reactants [CH3:1][C:2]1[CH:11]=[CH:10][C:5]([C:6]([O:8]C)=[O:7])=[CH:4][C:3]=1[N:12]1[C:21](=[O:22])[C:20]2[C:15](=[CH:16][CH:17]=[C:18]([N:23]3[CH2:28][CH2:27][N:26]([CH:29]([CH3:31])[CH3:30])[CH2:25][CH2:24]3)[CH:19]=2)[N:14]=[CH:13]1.[OH-].[Na+].Cl, predict the reaction product. The product is: [CH3:1][C:2]1[CH:11]=[CH:10][C:5]([C:6]([OH:8])=[O:7])=[CH:4][C:3]=1[N:12]1[C:21](=[O:22])[C:20]2[C:15](=[CH:16][CH:17]=[C:18]([N:23]3[CH2:24][CH2:25][N:26]([CH:29]([CH3:31])[CH3:30])[CH2:27][CH2:28]3)[CH:19]=2)[N:14]=[CH:13]1. (3) The product is: [N:2]1([C:8]2[CH:7]=[CH:6][C:5]([C:10]3[CH:11]=[C:12]([CH:17]=[CH:18][N:19]=3)[C:13]([O:15][CH3:16])=[O:14])=[CH:4][C:3]=2[C:1]#[N:2])[CH2:25][CH2:24][CH2:7][CH2:8][CH2:3][CH2:1]1. Given the reactants [C:1]([C:3]1[CH:4]=[C:5]([C:10]2[CH:11]=[C:12]([CH:17]=[CH:18][N:19]=2)[C:13]([O:15][CH3:16])=[O:14])[CH:6]=[CH:7][C:8]=1F)#[N:2].C(O[CH2:24][CH3:25])(=O)C, predict the reaction product. (4) Given the reactants [C:1]([N:5]1[C:9]([NH:10][C:11](=[O:16])[C:12]([F:15])([F:14])[F:13])=[CH:8][C:7]([CH:17]2[CH2:20][C:19](OC)([O:21]C)[CH2:18]2)=[N:6]1)([CH3:4])([CH3:3])[CH3:2].O.C1(C)C=CC(S(O)(=O)=O)=CC=1, predict the reaction product. The product is: [C:1]([N:5]1[C:9]([NH:10][C:11](=[O:16])[C:12]([F:14])([F:15])[F:13])=[CH:8][C:7]([CH:17]2[CH2:18][C:19](=[O:21])[CH2:20]2)=[N:6]1)([CH3:4])([CH3:2])[CH3:3].